This data is from Catalyst prediction with 721,799 reactions and 888 catalyst types from USPTO. The task is: Predict which catalyst facilitates the given reaction. (1) Reactant: [CH3:1][C:2]1[CH:3]=[C:4]([C:11]([N:13]2[CH2:18][CH2:17][N:16]([CH3:19])[CH2:15][CH2:14]2)=O)[CH:5]=[CH:6][C:7]=1[N+:8]([O-:10])=[O:9].CSC.B.Cl.[OH-].[Na+]. Product: [CH3:19][N:16]1[CH2:17][CH2:18][N:13]([CH2:11][C:4]2[CH:5]=[CH:6][C:7]([N+:8]([O-:10])=[O:9])=[C:2]([CH3:1])[CH:3]=2)[CH2:14][CH2:15]1. The catalyst class is: 1. (2) Reactant: [Cl:1][C:2]1[CH:19]=[CH:18][C:5]([O:6][CH2:7][C:8]2[CH:13]=[CH:12][N:11]=[C:10](S(C)(=O)=O)[N:9]=2)=[CH:4][CH:3]=1.[OH-:20].[Na+].Cl. Product: [Cl:1][C:2]1[CH:19]=[CH:18][C:5]([O:6][CH2:7][C:8]2[CH:13]=[CH:12][NH:11][C:10](=[O:20])[N:9]=2)=[CH:4][CH:3]=1. The catalyst class is: 1.